From a dataset of Forward reaction prediction with 1.9M reactions from USPTO patents (1976-2016). Predict the product of the given reaction. Given the reactants [CH:1]1([S:4]([C:7]2[CH:8]=[C:9]([NH:15][C:16]3[N:21]=[C:20]([O:22][C:23]4[C:32]5[C:27](=[CH:28][CH:29]=[CH:30][CH:31]=5)[C:26]([NH:33]C(=O)OC(C)(C)C)=[CH:25][CH:24]=4)[CH:19]=[CH:18][N:17]=3)[CH:10]=[C:11]([O:13][CH3:14])[CH:12]=2)(=[O:6])=[O:5])[CH2:3][CH2:2]1.C(O)(C(F)(F)F)=O, predict the reaction product. The product is: [NH2:33][C:26]1[C:27]2[C:32](=[CH:31][CH:30]=[CH:29][CH:28]=2)[C:23]([O:22][C:20]2[CH:19]=[CH:18][N:17]=[C:16]([NH:15][C:9]3[CH:10]=[C:11]([O:13][CH3:14])[CH:12]=[C:7]([S:4]([CH:1]4[CH2:2][CH2:3]4)(=[O:5])=[O:6])[CH:8]=3)[N:21]=2)=[CH:24][CH:25]=1.